This data is from Full USPTO retrosynthesis dataset with 1.9M reactions from patents (1976-2016). The task is: Predict the reactants needed to synthesize the given product. Given the product [ClH:19].[CH3:18][C@H:14]1[CH2:13][N:12]([C:8]2[CH:7]=[CH:6][CH:5]=[C:4]3[C:9]=2[CH:10]=[CH:11][C:2]([CH3:1])=[N:3]3)[CH2:17][CH2:16][N:15]1[CH2:20][CH2:21][C:22]1[CH:23]=[CH:24][C:25]2[O:30][CH2:29][C:28](=[O:31])[NH:27][C:26]=2[CH:32]=1, predict the reactants needed to synthesize it. The reactants are: [CH3:1][C:2]1[CH:11]=[CH:10][C:9]2[C:4](=[CH:5][CH:6]=[CH:7][C:8]=2[N:12]2[CH2:17][CH2:16][NH:15][C@@H:14]([CH3:18])[CH2:13]2)[N:3]=1.[Cl:19][CH2:20][CH2:21][C:22]1[CH:23]=[C:24](F)[C:25]2[O:30][CH2:29][C:28](=[O:31])[NH:27][C:26]=2[CH:32]=1.